This data is from Forward reaction prediction with 1.9M reactions from USPTO patents (1976-2016). The task is: Predict the product of the given reaction. (1) The product is: [C:1]([C:5]1[CH:10]=[C:9]([C:11]([F:14])([F:12])[F:13])[C:8]([NH2:15])=[CH:7][C:6]=1[O:18][CH3:19])([CH3:4])([CH3:2])[CH3:3]. Given the reactants [C:1]([C:5]1[CH:10]=[C:9]([C:11]([F:14])([F:13])[F:12])[C:8]([N+:15]([O-])=O)=[CH:7][C:6]=1[O:18][CH3:19])([CH3:4])([CH3:3])[CH3:2].C([O-])=O.[NH4+], predict the reaction product. (2) Given the reactants [Cl:1][C:2]1[CH:23]=[C:22]([Cl:24])[CH:21]=[CH:20][C:3]=1[C:4]([C:6]1[NH:7][C:8]2[C:13]([C:14]=1[CH3:15])=[CH:12][CH:11]=[C:10]([C:16]([O:18]C)=[O:17])[CH:9]=2)=O.O.NN.[OH-].[K+].Cl, predict the reaction product. The product is: [C:16]([C:10]1[CH:9]=[C:8]2[C:13]([C:14]([CH3:15])=[C:6]([CH2:4][C:3]3[CH:20]=[CH:21][C:22]([Cl:24])=[CH:23][C:2]=3[Cl:1])[NH:7]2)=[CH:12][CH:11]=1)([OH:18])=[O:17]. (3) Given the reactants [Br:1][C:2]1[CH:3]=[N:4][CH:5]=[C:6]([CH:10]=1)[C:7](O)=[O:8].Cl.CN.O[N:15]1[C:19]2C=CC=CC=2N=N1.Cl.CN(C)CCCN=C=NCC.CN1CCOCC1, predict the reaction product. The product is: [Br:1][C:2]1[CH:3]=[N:4][CH:5]=[C:6]([CH:10]=1)[C:7]([NH:15][CH3:19])=[O:8]. (4) Given the reactants [OH:1][C@H:2]([CH3:36])[C@H:3]([NH:5][C:6]([C:8]1[NH:9][C:10]([C:13]2[CH:18]=[C:17]([O:19][Si:20]([CH:27]([CH3:29])[CH3:28])([CH:24]([CH3:26])[CH3:25])[CH:21]([CH3:23])[CH3:22])[CH:16]=[C:15]([O:30][C@@H:31]([CH3:35])[CH2:32][O:33][CH3:34])[CH:14]=2)=[CH:11][CH:12]=1)=O)[CH3:4].CS(O)(=O)=O.C(N(CC)CC)C.[Cl-].[NH4+], predict the reaction product. The product is: [CH3:34][O:33][CH2:32][C@@H:31]([O:30][C:15]1[CH:14]=[C:13]([C:10]2[NH:9][C:8]([C:6]3[O:1][C@@H:2]([CH3:36])[C@@H:3]([CH3:4])[N:5]=3)=[CH:12][CH:11]=2)[CH:18]=[C:17]([O:19][Si:20]([CH:24]([CH3:26])[CH3:25])([CH:21]([CH3:23])[CH3:22])[CH:27]([CH3:29])[CH3:28])[CH:16]=1)[CH3:35]. (5) Given the reactants Br[C:2]1[CH:3]=[C:4]2[CH2:10][C:9](=[O:11])[N:8]([CH2:12][O:13][CH2:14][CH2:15][Si:16]([CH3:19])([CH3:18])[CH3:17])[C:5]2=[N:6][CH:7]=1.[CH3:20][O:21][C:22]1[CH:23]=[C:24](B(O)O)[CH:25]=[C:26]([O:30][CH3:31])[C:27]=1[O:28][CH3:29].C([O-])([O-])=O.[Na+].[Na+], predict the reaction product. The product is: [CH3:31][O:30][C:26]1[CH:25]=[C:24]([C:2]2[CH:3]=[C:4]3[CH2:10][C:9](=[O:11])[N:8]([CH2:12][O:13][CH2:14][CH2:15][Si:16]([CH3:19])([CH3:18])[CH3:17])[C:5]3=[N:6][CH:7]=2)[CH:23]=[C:22]([O:21][CH3:20])[C:27]=1[O:28][CH3:29]. (6) Given the reactants [Cl:1][C:2]1[N:3]=[CH:4][NH:5][C:6]=1[Cl:7].[OH-].[K+].Br[CH2:11][C:12]1[CH:25]=[CH:24][C:23]2[C:22](=[O:26])[C:21]3[C:16](=[CH:17][CH:18]=[CH:19][CH:20]=3)[C:15](=[O:27])[C:14]=2[CH:13]=1.[I:28][CH3:29], predict the reaction product. The product is: [I-:28].[CH3:29][N:3]1[C:2]([Cl:1])=[C:6]([Cl:7])[N+:5]([C:13]2[C:14]3[C:15](=[O:27])[C:16]4[C:21](=[CH:20][CH:19]=[CH:18][CH:17]=4)[C:22](=[O:26])[C:23]=3[CH:24]=[CH:25][C:12]=2[CH3:11])=[CH:4]1. (7) Given the reactants [Cl:1][C:2]1[N:7]=[C:6](/[CH:8]=[C:9](\[C:11]2[CH:12]=[C:13]([NH:17][C:18](=[O:27])[C:19]3[C:24]([F:25])=[CH:23][CH:22]=[CH:21][C:20]=3[F:26])[CH:14]=[CH:15][CH:16]=2)/O)[CH:5]=[CH:4][N:3]=1.C1C(=O)N(Br)C(=O)C1.[NH2:36][C:37]([NH:39][C:40](=[O:42])[CH3:41])=[S:38], predict the reaction product. The product is: [C:40]([NH:39][C:37]1[S:38][C:8]([C:6]2[CH:5]=[CH:4][N:3]=[C:2]([Cl:1])[N:7]=2)=[C:9]([C:11]2[CH:12]=[C:13]([NH:17][C:18](=[O:27])[C:19]3[C:24]([F:25])=[CH:23][CH:22]=[CH:21][C:20]=3[F:26])[CH:14]=[CH:15][CH:16]=2)[N:36]=1)(=[O:42])[CH3:41]. (8) Given the reactants Cl[CH2:2][C:3]1[N:4]=[CH:5][N:6]([C:8]([O:10][C:11]([CH3:14])([CH3:13])[CH3:12])=[O:9])[CH:7]=1.[F:15][C:16]([F:32])([F:31])[CH2:17][NH:18][C:19]1[CH:26]=[CH:25][C:22]([C:23]#[N:24])=[C:21]([C:27]([F:30])([F:29])[F:28])[CH:20]=1, predict the reaction product. The product is: [C:23]([C:22]1[CH:25]=[CH:26][C:19]([N:18]([CH2:2][C:3]2[N:4]=[CH:5][N:6]([C:8]([O:10][C:11]([CH3:14])([CH3:13])[CH3:12])=[O:9])[CH:7]=2)[CH2:17][C:16]([F:15])([F:31])[F:32])=[CH:20][C:21]=1[C:27]([F:28])([F:30])[F:29])#[N:24]. (9) Given the reactants Br[C:2]1[CH:7]=[CH:6][N:5]=[C:4]2[N:8]([CH2:11][O:12][CH2:13][CH2:14][Si:15]([CH3:18])([CH3:17])[CH3:16])[CH:9]=[CH:10][C:3]=12.[C:19]([CH2:21][C:22]1([N:33]2[CH:37]=[C:36](B3OC(C)(C)C(C)(C)O3)[CH:35]=[N:34]2)[CH2:25][N:24]([C:26]([O:28][C:29]([CH3:32])([CH3:31])[CH3:30])=[O:27])[CH2:23]1)#[N:20].C(=O)([O-])[O-].[Cs+].[Cs+], predict the reaction product. The product is: [C:19]([CH2:21][C:22]1([N:33]2[CH:37]=[C:36]([C:2]3[CH:7]=[CH:6][N:5]=[C:4]4[N:8]([CH2:11][O:12][CH2:13][CH2:14][Si:15]([CH3:18])([CH3:17])[CH3:16])[CH:9]=[CH:10][C:3]=34)[CH:35]=[N:34]2)[CH2:25][N:24]([C:26]([O:28][C:29]([CH3:32])([CH3:31])[CH3:30])=[O:27])[CH2:23]1)#[N:20].